From a dataset of Reaction yield outcomes from USPTO patents with 853,638 reactions. Predict the reaction yield, written as a fraction of the theoretical maximum amount of product (1.0 means a 100% yield; for example, 0.34 means a 34% yield). (1) The reactants are [NH2:1][C:2]1[C:7]([F:8])=[C:6]([CH2:9][CH:10]2[CH2:12][CH2:11]2)[N:5]=[C:4]([CH:13]=[O:14])[CH:3]=1.[Cl:15]N1C(C)(C)C(=O)N(Cl)C1=O. The catalyst is CC#N. The product is [NH2:1][C:2]1[C:7]([F:8])=[C:6]([CH2:9][CH:10]2[CH2:12][CH2:11]2)[N:5]=[C:4]([CH:13]=[O:14])[C:3]=1[Cl:15]. The yield is 0.234. (2) The reactants are [Br:1][C:2]1[C:3]([F:12])=[CH:4][C:5]([OH:11])=[C:6]([C:8](=[O:10])[CH3:9])[CH:7]=1.[CH:13](=O)[C:14]1[CH:19]=[CH:18][CH:17]=[CH:16][CH:15]=1.[OH-].[Na+]. The catalyst is CCO. The product is [Br:1][C:2]1[C:3]([F:12])=[CH:4][C:5]([OH:11])=[C:6]([C:8](=[O:10])[CH:9]=[CH:13][C:14]2[CH:19]=[CH:18][CH:17]=[CH:16][CH:15]=2)[CH:7]=1. The yield is 0.910.